This data is from Forward reaction prediction with 1.9M reactions from USPTO patents (1976-2016). The task is: Predict the product of the given reaction. Given the reactants [CH3:1][O:2][C:3]1[CH:10]=[CH:9][C:6]([CH:7]=[O:8])=[CH:5][C:4]=1[N+:11]([O-:13])=[O:12].[CH2:14](O)[CH2:15][OH:16], predict the reaction product. The product is: [CH3:1][O:2][C:3]1[CH:10]=[CH:9][C:6]([CH:7]2[O:16][CH2:15][CH2:14][O:8]2)=[CH:5][C:4]=1[N+:11]([O-:13])=[O:12].